The task is: Predict the product of the given reaction.. This data is from Forward reaction prediction with 1.9M reactions from USPTO patents (1976-2016). (1) Given the reactants [C:1]([O:5][C:6]([N:8]1[CH2:14][CH2:13][C:12]2[CH:15]=[CH:16][CH:17]=[CH:18][C:11]=2[CH:10](C(O)=O)[CH2:9]1)=[O:7])([CH3:4])([CH3:3])[CH3:2].B.[O:23]1CCC[CH2:24]1.C(=O)(O)[O-].[Na+], predict the reaction product. The product is: [OH:23][CH2:24][C:16]1[CH:17]=[CH:18][C:11]2[CH2:10][CH2:9][N:8]([C:6]([O:5][C:1]([CH3:4])([CH3:3])[CH3:2])=[O:7])[CH2:14][CH2:13][C:12]=2[CH:15]=1. (2) The product is: [CH3:30][C:29]1[CH:28]=[CH:27][CH:26]=[C:25]([CH3:31])[C:24]=1[C:15]1[C:16]2[O:20][CH2:19][C:18]([CH3:22])([CH3:21])[C:17]=2[CH:23]=[C:13]([C@@:10]2([CH3:12])[CH2:11][C@H:9]2/[CH:8]=[CH:7]/[C:6](/[CH3:32])=[CH:5]/[C:4]([OH:33])=[O:3])[CH:14]=1. Given the reactants C([O:3][C:4](=[O:33])/[CH:5]=[C:6](\[CH3:32])/[CH:7]=[CH:8]/[C@@H:9]1[CH2:11][C@@:10]1([C:13]1[CH:14]=[C:15]([C:24]2[C:29]([CH3:30])=[CH:28][CH:27]=[CH:26][C:25]=2[CH3:31])[C:16]2[O:20][CH2:19][C:18]([CH3:22])([CH3:21])[C:17]=2[CH:23]=1)[CH3:12])C.C(O)C.[OH-].[Na+], predict the reaction product. (3) The product is: [C:18]([O:9][CH2:8][C:5]([CH2:10][CH:11]([CH3:13])[CH3:12])([CH2:1][CH:2]([CH3:4])[CH3:3])[CH2:6][O:7][C:25](=[O:32])[C:26]1[CH:31]=[CH:30][CH:29]=[CH:28][CH:27]=1)(=[O:14])[C:17]1[CH:22]=[CH:21][CH:20]=[CH:15][CH:16]=1. Given the reactants [CH2:1]([C:5]([CH2:10][CH:11]([CH3:13])[CH3:12])([CH2:8][OH:9])[CH2:6][OH:7])[CH:2]([CH3:4])[CH3:3].[O:14]1[CH2:18][CH2:17][CH2:16][CH2:15]1.N1C=C[CH:22]=[CH:21][CH:20]=1.[C:25](Cl)(=[O:32])[C:26]1[CH:31]=[CH:30][CH:29]=[CH:28][CH:27]=1, predict the reaction product.